From a dataset of Retrosynthesis with 50K atom-mapped reactions and 10 reaction types from USPTO. Predict the reactants needed to synthesize the given product. Given the product CCNc1nc(Cl)c(SC)c(Cl)n1, predict the reactants needed to synthesize it. The reactants are: CCN.CSc1c(Cl)nc(Cl)nc1Cl.